Dataset: Peptide-MHC class I binding affinity with 185,985 pairs from IEDB/IMGT. Task: Regression. Given a peptide amino acid sequence and an MHC pseudo amino acid sequence, predict their binding affinity value. This is MHC class I binding data. The peptide sequence is APEEKYLSM. The MHC is HLA-A11:01 with pseudo-sequence HLA-A11:01. The binding affinity (normalized) is 0.0847.